Predict the product of the given reaction. From a dataset of Forward reaction prediction with 1.9M reactions from USPTO patents (1976-2016). (1) Given the reactants [N+](C1C=CC(C2SC=CC=2)=CC=1NC(=O)C1C=CC(C2NN=NN=2)=CC=1)([O-])=O.[C:29]([O:32][CH2:33][CH2:34][N:35]1[C:39]2[CH:40]=[CH:41][C:42]([C:44](=[O:60])[NH:45][C:46]3[CH:51]=[C:50]([C:52]4[S:53][CH:54]=[CH:55][CH:56]=4)[CH:49]=[CH:48][C:47]=3[N+:57]([O-])=O)=[CH:43][C:38]=2[N:37]=[C:36]1[CH3:61])(=[O:31])[CH3:30].CO, predict the reaction product. The product is: [C:29]([O:32][CH2:33][CH2:34][N:35]1[C:39]2[CH:40]=[CH:41][C:42]([C:44](=[O:60])[NH:45][C:46]3[CH:51]=[C:50]([C:52]4[S:53][CH:54]=[CH:55][CH:56]=4)[CH:49]=[CH:48][C:47]=3[NH2:57])=[CH:43][C:38]=2[N:37]=[C:36]1[CH3:61])(=[O:31])[CH3:30]. (2) Given the reactants [H-].[Na+].[Si:3]([O:10][CH2:11][CH2:12][CH:13]=O)([C:6]([CH3:9])([CH3:8])[CH3:7])([CH3:5])[CH3:4].[OH2:15].[CH2:16]1[CH2:20][O:19][CH2:18][CH2:17]1, predict the reaction product. The product is: [Si:3]([O:10][C:11]1[CH:12]=[C:13](/[C:11](/[CH2:12][CH3:13])=[CH:17]/[C:18]([O:19][CH2:20][CH3:16])=[O:15])[CH:7]=[CH:6][CH:8]=1)([C:6]([CH3:7])([CH3:8])[CH3:9])([CH3:4])[CH3:5]. (3) Given the reactants Br.Br[CH2:3][C:4]([C:6]1[CH:11]=[CH:10][N:9]=[CH:8][CH:7]=1)=O.[CH3:12][O:13][C:14]1[CH:19]=[CH:18][CH:17]=[CH:16][C:15]=1[NH:20][C:21]([NH2:23])=[S:22].N, predict the reaction product. The product is: [CH3:12][O:13][C:14]1[CH:19]=[CH:18][CH:17]=[CH:16][C:15]=1[NH:20][C:21]1[S:22][CH:3]=[C:4]([C:6]2[CH:11]=[CH:10][N:9]=[CH:8][CH:7]=2)[N:23]=1. (4) Given the reactants Cl.[NH2:2][OH:3].[C:4]12[C:17](=[O:18])O[C:14](=[O:15])[C:12]3=[C:13]1[C:8](=[CH:9][CH:10]=[CH:11]3)[CH:7]=[CH:6][CH:5]=2, predict the reaction product. The product is: [CH:6]1[CH:5]=[C:4]2[C:17]([N:2]([OH:3])[C:14]([C:12]3=[CH:11][CH:10]=[CH:9][C:8](=[C:13]23)[CH:7]=1)=[O:15])=[O:18]. (5) Given the reactants [Br:1][C:2]1[CH:7]=[CH:6][C:5]([C:8]2([NH2:11])[CH2:10][CH2:9]2)=[CH:4][CH:3]=1.[C:12](O[C:12]([O:14][C:15]([CH3:18])([CH3:17])[CH3:16])=[O:13])([O:14][C:15]([CH3:18])([CH3:17])[CH3:16])=[O:13].C(=O)(O)[O-].[Na+], predict the reaction product. The product is: [Br:1][C:2]1[CH:3]=[CH:4][C:5]([C:8]2([NH:11][C:12](=[O:13])[O:14][C:15]([CH3:18])([CH3:17])[CH3:16])[CH2:9][CH2:10]2)=[CH:6][CH:7]=1. (6) Given the reactants [C:1]1([S:7](Cl)(=[O:9])=[O:8])[CH:6]=[CH:5][CH:4]=[CH:3][CH:2]=1.[NH2:11][C:12]1[CH:17]=[CH:16][C:15]([C:18]([C:20]2[CH:25]=[CH:24][C:23]([O:26][CH3:27])=[CH:22][CH:21]=2)=[O:19])=[CH:14][CH:13]=1.N1C=CC=CC=1, predict the reaction product. The product is: [CH3:27][O:26][C:23]1[CH:24]=[CH:25][C:20]([C:18]([C:15]2[CH:16]=[CH:17][C:12]([NH:11][S:7]([C:1]3[CH:6]=[CH:5][CH:4]=[CH:3][CH:2]=3)(=[O:9])=[O:8])=[CH:13][CH:14]=2)=[O:19])=[CH:21][CH:22]=1. (7) Given the reactants C(OC(=O)[NH:7][C@H:8]([C:20](=[O:30])[NH:21][CH2:22][C:23]1[CH:24]=[N:25][C:26]([NH2:29])=[CH:27][CH:28]=1)[CH2:9][CH:10]1[CH:19]2[CH:14]([CH2:15][CH2:16][CH2:17][CH2:18]2)[CH2:13][CH2:12][CH2:11]1)(C)(C)C.[ClH:32], predict the reaction product. The product is: [ClH:32].[ClH:32].[NH2:7][C@@H:8]([CH2:9][CH:10]1[CH:19]2[CH:14]([CH2:15][CH2:16][CH2:17][CH2:18]2)[CH2:13][CH2:12][CH2:11]1)[C:20]([NH:21][CH2:22][C:23]1[CH:24]=[N:25][C:26]([NH2:29])=[CH:27][CH:28]=1)=[O:30]. (8) Given the reactants [CH3:1][N:2]([CH:13]([CH2:17][C:18]([F:21])([F:20])[F:19])[C:14]([OH:16])=[O:15])S(C1C=CC(C)=CC=1)(=O)=O.C(O)(=O)C.[BrH:26], predict the reaction product. The product is: [BrH:26].[F:19][C:18]([F:20])([F:21])[CH2:17][CH:13]([NH:2][CH3:1])[C:14]([OH:16])=[O:15]. (9) Given the reactants [OH:1][C@@H:2]([CH3:7])[CH2:3][C:4]([O-:6])=O.CN(C(ON1N=NC2C=CC=NC1=2)=[N+](C)C)C.F[P-](F)(F)(F)(F)F.CCN(C(C)C)C(C)C.[NH2:41][C:42]1[CH:47]=[CH:46][C:45]([C:48]2[CH:53]=[CH:52][N:51]=[C:50]([NH:54][C:55]3[CH:60]=[CH:59][C:58]([N:61]4[CH2:66][CH2:65][O:64][CH2:63][CH2:62]4)=[CH:57][CH:56]=3)[N:49]=2)=[CH:44][CH:43]=1, predict the reaction product. The product is: [OH:1][C@@H:2]([CH3:7])[CH2:3][C:4]([NH:41][C:42]1[CH:47]=[CH:46][C:45]([C:48]2[CH:53]=[CH:52][N:51]=[C:50]([NH:54][C:55]3[CH:56]=[CH:57][C:58]([N:61]4[CH2:62][CH2:63][O:64][CH2:65][CH2:66]4)=[CH:59][CH:60]=3)[N:49]=2)=[CH:44][CH:43]=1)=[O:6].